From a dataset of Reaction yield outcomes from USPTO patents with 853,638 reactions. Predict the reaction yield, written as a fraction of the theoretical maximum amount of product (1.0 means a 100% yield; for example, 0.34 means a 34% yield). (1) The reactants are [C:1]([C:3]1[C:12]2[C:7](=[CH:8][CH:9]=[CH:10][CH:11]=2)[C:6]([NH:13][C@H:14]([C@H:27]([OH:29])[CH3:28])[C:15]([NH:17][NH:18][C:19](=O)[C:20]2[CH:25]=[CH:24][CH:23]=[CH:22][CH:21]=2)=[O:16])=[CH:5][CH:4]=1)#[N:2].C(NP1(N(CC)CC)N(C)CCCN1C)(C)(C)C. The catalyst is C1COCC1. The product is [OH:29][C@H:27]([CH3:28])[C@@H:14]([NH:13][C:6]1[C:7]2[C:12](=[CH:11][CH:10]=[CH:9][CH:8]=2)[C:3]([C:1]#[N:2])=[CH:4][CH:5]=1)[C:15]1[O:16][C:19]([C:20]2[CH:21]=[CH:22][CH:23]=[CH:24][CH:25]=2)=[N:18][N:17]=1. The yield is 0.00300. (2) The reactants are C(O)(C(F)(F)F)=O.[NH2:8][CH2:9][CH2:10][CH2:11][C@:12]([C@@H:21]1[CH2:26][CH2:25][CH2:24][N:23]([C:27]([O:29][C:30]([CH3:33])([CH3:32])[CH3:31])=[O:28])[CH2:22]1)([C:14]1[CH:19]=[CH:18][CH:17]=[C:16]([Cl:20])[CH:15]=1)[OH:13].[S:34](N)([NH2:37])(=[O:36])=[O:35].CCN(C(C)C)C(C)C. The catalyst is O1CCOCC1. The product is [NH2:37][S:34]([NH:8][CH2:9][CH2:10][CH2:11][C@:12]([C@@H:21]1[CH2:26][CH2:25][CH2:24][N:23]([C:27]([O:29][C:30]([CH3:33])([CH3:32])[CH3:31])=[O:28])[CH2:22]1)([C:14]1[CH:19]=[CH:18][CH:17]=[C:16]([Cl:20])[CH:15]=1)[OH:13])(=[O:36])=[O:35]. The yield is 0.590. (3) The reactants are I[C:2]1[C:10]2[C:5](=[N:6][CH:7]=[CH:8][CH:9]=2)[N:4]([Si:11]([CH:18]([CH3:20])[CH3:19])([CH:15]([CH3:17])[CH3:16])[CH:12]([CH3:14])[CH3:13])[CH:3]=1.C([Mg]Cl)(C)C.[C:26]([O:30][C:31](=[O:49])[N:32]([CH2:41][C:42]1[CH:47]=[CH:46][C:45]([Cl:48])=[CH:44][CH:43]=1)[C:33]1[S:34][C:35]([CH:39]=[O:40])=[C:36]([Cl:38])[N:37]=1)([CH3:29])([CH3:28])[CH3:27].O. The catalyst is O1CCCC1. The product is [C:26]([O:30][C:31](=[O:49])[N:32]([CH2:41][C:42]1[CH:47]=[CH:46][C:45]([Cl:48])=[CH:44][CH:43]=1)[C:33]1[S:34][C:35]([CH:39]([OH:40])[C:2]2[C:10]3[C:5](=[N:6][CH:7]=[CH:8][CH:9]=3)[N:4]([Si:11]([CH:18]([CH3:20])[CH3:19])([CH:15]([CH3:17])[CH3:16])[CH:12]([CH3:14])[CH3:13])[CH:3]=2)=[C:36]([Cl:38])[N:37]=1)([CH3:29])([CH3:27])[CH3:28]. The yield is 0.500. (4) The reactants are [CH:1]([C:4]1[CH:9]=[CH:8][C:7]([CH:10]2[C:14]3[C:15]([CH3:22])=[C:16]([NH2:21])[C:17]([CH3:20])=[C:18]([CH3:19])[C:13]=3[O:12][C:11]2([CH3:24])[CH3:23])=[CH:6][CH:5]=1)([CH3:3])[CH3:2].[CH3:25][O:26][C:27]1[CH:32]=[CH:31][C:30]([CH2:33][CH2:34][C:35](Cl)=[O:36])=[CH:29][CH:28]=1. The catalyst is C(OCC)(=O)C.CCCCCC. The product is [CH:1]([C:4]1[CH:9]=[CH:8][C:7]([CH:10]2[C:14]3[C:15]([CH3:22])=[C:16]([NH:21][C:35](=[O:36])[CH2:34][CH2:33][C:30]4[CH:31]=[CH:32][C:27]([O:26][CH3:25])=[CH:28][CH:29]=4)[C:17]([CH3:20])=[C:18]([CH3:19])[C:13]=3[O:12][C:11]2([CH3:24])[CH3:23])=[CH:6][CH:5]=1)([CH3:3])[CH3:2]. The yield is 0.720. (5) The reactants are [NH2:1][C:2]1[CH:7]=[CH:6][C:5]([O:8][C:9]([F:12])([F:11])[F:10])=[CH:4][C:3]=1[C:13]([C:15]1[CH:20]=[CH:19][CH:18]=[C:17]([Cl:21])[CH:16]=1)=O.[C:22]([CH2:30][C:31](=O)[CH3:32])(=[O:29])[C:23]1[CH:28]=[CH:27][CH:26]=[CH:25][CH:24]=1.C(O)(C)C. The catalyst is CCCCCCC.C(OCC)(=O)C. The product is [Cl:21][C:17]1[CH:16]=[C:15]([C:13]2[C:3]3[C:2](=[CH:7][CH:6]=[C:5]([O:8][C:9]([F:12])([F:11])[F:10])[CH:4]=3)[N:1]=[C:31]([CH3:32])[C:30]=2[C:22]([C:23]2[CH:28]=[CH:27][CH:26]=[CH:25][CH:24]=2)=[O:29])[CH:20]=[CH:19][CH:18]=1. The yield is 0.570. (6) The reactants are [Cl:1][C:2]1[CH:7]=[CH:6][CH:5]=[CH:4][C:3]=1[C:8]1[CH:19]=[C:18]2[C:14]([CH:15]=[C:16]([CH2:25][OH:26])[N:17]2[CH2:20][CH2:21][CH2:22][O:23][CH3:24])=[C:13]2[C:9]=1[C:10](=[O:28])[NH:11][C:12]2=[O:27].[Br:29]Br.C(Cl)(Cl)Cl. The catalyst is C1COCC1. The product is [Br:29][C:15]1[C:14]2[C:18](=[CH:19][C:8]([C:3]3[CH:4]=[CH:5][CH:6]=[CH:7][C:2]=3[Cl:1])=[C:9]3[C:13]=2[C:12](=[O:27])[NH:11][C:10]3=[O:28])[N:17]([CH2:20][CH2:21][CH2:22][O:23][CH3:24])[C:16]=1[CH2:25][OH:26]. The yield is 1.00. (7) The reactants are COC1C(N)=C[C:6]2[N:12]([CH3:13])[CH2:11][CH2:10][CH2:9][NH:8][C:7]=2C=1.[CH3:16][O:17][CH:18](O)[CH3:19].Cl[C:22]1[N:27]=[C:26]([NH:28][C:29]2[CH:34]=[CH:33][C:32]([N:35]3[CH2:40][CH2:39][O:38][CH2:37][CH2:36]3)=[CH:31][C:30]=2[O:41][CH3:42])[C:25]([Cl:43])=[CH:24][N:23]=1.C[C:45]1([CH3:58])[C@]2(CS(O)(=O)=O)C(C[C@H]1CC2)=O.C(=O)([O-])[O-].[NH3:63]. The catalyst is CO.ClCCl. The product is [Cl:43][C:25]1[C:26]([NH:28][C:29]2[CH:34]=[CH:33][C:32]([N:35]3[CH2:40][CH2:39][O:38][CH2:37][CH2:36]3)=[CH:31][C:30]=2[O:41][CH3:42])=[N:27][C:22]([NH:63][C:45]2[C:18]([O:17][CH3:16])=[CH:19][C:7]3[CH2:8][NH:9][CH2:10][CH2:11][N:12]([CH3:13])[C:6]=3[CH:58]=2)=[N:23][CH:24]=1. The yield is 0.340.